Dataset: Peptide-MHC class I binding affinity with 185,985 pairs from IEDB/IMGT. Task: Regression. Given a peptide amino acid sequence and an MHC pseudo amino acid sequence, predict their binding affinity value. This is MHC class I binding data. (1) The peptide sequence is LSINSSFYF. The MHC is Mamu-A01 with pseudo-sequence Mamu-A01. The binding affinity (normalized) is 0.769. (2) The peptide sequence is RRFDTFKAF. The MHC is HLA-A68:02 with pseudo-sequence HLA-A68:02. The binding affinity (normalized) is 0.0847. (3) The MHC is HLA-B35:01 with pseudo-sequence HLA-B35:01. The binding affinity (normalized) is 0. The peptide sequence is EEKAFSPEV.